From a dataset of Full USPTO retrosynthesis dataset with 1.9M reactions from patents (1976-2016). Predict the reactants needed to synthesize the given product. (1) Given the product [Br:25][C:26]1[CH:31]=[CH:30][CH:29]=[CH:28][C:27]=1[NH:32][C:33]([NH:23][C:17]1[CH:18]=[CH:19][C:20]([O:21][CH3:22])=[C:15]([S:12]([NH:11][C:5]2[CH:6]=[CH:7][CH:8]=[CH:9][CH:10]=2)(=[O:13])=[O:14])[C:16]=1[OH:24])=[O:34], predict the reactants needed to synthesize it. The reactants are: NC(N)=O.[C:5]1([NH:11][S:12]([C:15]2[C:20]([O:21][CH3:22])=[CH:19][CH:18]=[C:17]([NH2:23])[C:16]=2[OH:24])(=[O:14])=[O:13])[CH:10]=[CH:9][CH:8]=[CH:7][CH:6]=1.[Br:25][C:26]1[CH:31]=[CH:30][CH:29]=[CH:28][C:27]=1[N:32]=[C:33]=[O:34]. (2) The reactants are: [Br:1][C:2]1[CH:7]=[CH:6][C:5]([N:8]=[C:9]=S)=[CH:4][CH:3]=1.[NH2:11][C:12]1[CH:17]=[C:16]([CH2:18][CH3:19])[CH:15]=[CH:14][C:13]=1[OH:20].C(N(CC)CC)C. Given the product [Br:1][C:2]1[CH:7]=[CH:6][C:5]([NH:8][C:9]2[O:20][C:13]3[CH:14]=[CH:15][C:16]([CH2:18][CH3:19])=[CH:17][C:12]=3[N:11]=2)=[CH:4][CH:3]=1, predict the reactants needed to synthesize it.